Task: Regression. Given two drug SMILES strings and cell line genomic features, predict the synergy score measuring deviation from expected non-interaction effect.. Dataset: NCI-60 drug combinations with 297,098 pairs across 59 cell lines (1) Drug 1: CC1C(C(CC(O1)OC2CC(CC3=C2C(=C4C(=C3O)C(=O)C5=C(C4=O)C(=CC=C5)OC)O)(C(=O)CO)O)N)O.Cl. Drug 2: CCC1(CC2CC(C3=C(CCN(C2)C1)C4=CC=CC=C4N3)(C5=C(C=C6C(=C5)C78CCN9C7C(C=CC9)(C(C(C8N6C)(C(=O)OC)O)OC(=O)C)CC)OC)C(=O)OC)O.OS(=O)(=O)O. Cell line: SNB-19. Synergy scores: CSS=52.2, Synergy_ZIP=0.248, Synergy_Bliss=2.11, Synergy_Loewe=-1.39, Synergy_HSA=0.0953. (2) Drug 1: CCCS(=O)(=O)NC1=C(C(=C(C=C1)F)C(=O)C2=CNC3=C2C=C(C=N3)C4=CC=C(C=C4)Cl)F. Drug 2: C1=CC(=CC=C1CCC2=CNC3=C2C(=O)NC(=N3)N)C(=O)NC(CCC(=O)O)C(=O)O. Cell line: 786-0. Synergy scores: CSS=26.7, Synergy_ZIP=0.603, Synergy_Bliss=0.984, Synergy_Loewe=-5.45, Synergy_HSA=2.13. (3) Drug 1: CCN(CC)CCCC(C)NC1=C2C=C(C=CC2=NC3=C1C=CC(=C3)Cl)OC. Drug 2: B(C(CC(C)C)NC(=O)C(CC1=CC=CC=C1)NC(=O)C2=NC=CN=C2)(O)O. Cell line: NCI-H522. Synergy scores: CSS=49.9, Synergy_ZIP=-0.408, Synergy_Bliss=3.97, Synergy_Loewe=-17.9, Synergy_HSA=2.58.